This data is from Reaction yield outcomes from USPTO patents with 853,638 reactions. The task is: Predict the reaction yield, written as a fraction of the theoretical maximum amount of product (1.0 means a 100% yield; for example, 0.34 means a 34% yield). (1) The reactants are [S:1]1[CH:5]=[CH:4][N:3]=[C:2]1[CH:6]([CH3:12])[C:7]([O:9]CC)=[O:8].[OH-].[Na+]. The catalyst is CO. The product is [S:1]1[CH:5]=[CH:4][N:3]=[C:2]1[CH:6]([CH3:12])[C:7]([OH:9])=[O:8]. The yield is 0.710. (2) The reactants are [H-].[Na+].[F:3][C:4]1[CH:5]=[C:6]([CH:11]([OH:16])[C:12]([F:15])([F:14])[F:13])[CH:7]=[CH:8][C:9]=1[F:10].[Cl:17][C:18]1[CH:23]=[C:22](Cl)[N:21]=[CH:20][N:19]=1. The catalyst is C1COCC1. The product is [Cl:17][C:18]1[CH:23]=[C:22]([O:16][CH:11]([C:6]2[CH:7]=[CH:8][C:9]([F:10])=[C:4]([F:3])[CH:5]=2)[C:12]([F:13])([F:14])[F:15])[N:21]=[CH:20][N:19]=1. The yield is 0.700. (3) The reactants are [C:1]([O:5][C:6]([N:8]([CH3:18])[C@@H:9]([C:14]([CH3:17])([CH3:16])[CH3:15])[C:10]([O:12]C)=[O:11])=[O:7])([CH3:4])([CH3:3])[CH3:2].[Li+].[OH-]. The catalyst is C1COCC1.CO.O. The product is [C:1]([O:5][C:6]([N:8]([CH3:18])[C@@H:9]([C:14]([CH3:17])([CH3:16])[CH3:15])[C:10]([OH:12])=[O:11])=[O:7])([CH3:4])([CH3:3])[CH3:2]. The yield is 0.780. (4) The reactants are [C:1]([NH:4][C:5]1[S:6][C:7]([C:12]([O:14][CH2:15][CH3:16])=[O:13])=[C:8]([CH2:10]Cl)[N:9]=1)(=[O:3])[CH3:2].C1(P(C2C=CC=CC=2)C2C=CC=CC=2)C=CC=CC=1.CC(C)([O-])C.[K+].[N+:42]([C:45]1[CH:52]=[CH:51][C:48]([CH:49]=O)=[CH:47][CH:46]=1)([O-:44])=[O:43]. The catalyst is CN(C)C=O. The product is [C:1]([NH:4][C:5]1[S:6][C:7]([C:12]([O:14][CH2:15][CH3:16])=[O:13])=[C:8](/[CH:10]=[CH:49]/[C:48]2[CH:51]=[CH:52][C:45]([N+:42]([O-:44])=[O:43])=[CH:46][CH:47]=2)[N:9]=1)(=[O:3])[CH3:2]. The yield is 0.727. (5) The reactants are [OH:1][C:2]1[CH:3]=[C:4]([CH2:8][C:9]([OH:11])=[O:10])[CH:5]=[CH:6][CH:7]=1.C(=O)([O-])[O-].[K+].[K+].[CH2:18](Br)[C:19]1[CH:24]=[CH:23][CH:22]=[CH:21][CH:20]=1. The catalyst is CN(C=O)C. The product is [C:19]1([CH2:18][O:1][C:2]2[CH:3]=[C:4]([CH2:8][C:9]([O:11][CH2:8][C:4]3[CH:5]=[CH:6][CH:7]=[CH:2][CH:3]=3)=[O:10])[CH:5]=[CH:6][CH:7]=2)[CH:24]=[CH:23][CH:22]=[CH:21][CH:20]=1. The yield is 0.990. (6) The reactants are N1(O[C:11]2[C:12]3[CH2:19][N:18]([C:20]([O:22][C:23]([CH3:26])([CH3:25])[CH3:24])=[O:21])[CH2:17][C:13]=3[N:14]=[CH:15][N:16]=2)C2C=CC=CC=2N=N1.[O:27]1[CH2:32][CH2:31][N:30]([CH2:33][CH2:34][C@@H:35]([NH:44][C:45]2[CH:50]=[CH:49][C:48]([S:51]([NH2:54])(=[O:53])=[O:52])=[CH:47][C:46]=2[S:55]([C:58]([F:61])([F:60])[F:59])(=[O:57])=[O:56])[CH2:36][S:37][C:38]2[CH:43]=[CH:42][CH:41]=[CH:40][CH:39]=2)[CH2:29][CH2:28]1.C(=O)([O-])[O-].[K+].[K+]. The catalyst is CN(C)C=O.O.CCOCC. The product is [O:27]1[CH2:32][CH2:31][N:30]([CH2:33][CH2:34][C@@H:35]([NH:44][C:45]2[CH:50]=[CH:49][C:48]([S:51]([NH:54][C:11]3[C:12]4[CH2:19][N:18]([C:20]([O:22][C:23]([CH3:24])([CH3:25])[CH3:26])=[O:21])[CH2:17][C:13]=4[N:14]=[CH:15][N:16]=3)(=[O:52])=[O:53])=[CH:47][C:46]=2[S:55]([C:58]([F:61])([F:59])[F:60])(=[O:57])=[O:56])[CH2:36][S:37][C:38]2[CH:39]=[CH:40][CH:41]=[CH:42][CH:43]=2)[CH2:29][CH2:28]1. The yield is 0.130. (7) The reactants are [CH3:1][O:2][C:3](=[O:16])/[CH:4]=[CH:5]/[C:6]1[S:10][C:9]2[CH:11]=[CH:12][CH:13]=[CH:14][C:8]=2[C:7]=1[Cl:15]. The catalyst is C1COCC1.C1C=CC(P(C2C=CC=CC=2)C2C=CC=CC=2)=CC=1.C1C=CC(P(C2C=CC=CC=2)C2C=CC=CC=2)=CC=1.C1C=CC(P(C2C=CC=CC=2)C2C=CC=CC=2)=CC=1.[Cl-].[Rh]. The product is [CH3:1][O:2][C:3](=[O:16])[CH2:4][CH2:5][C:6]1[S:10][C:9]2[CH:11]=[CH:12][CH:13]=[CH:14][C:8]=2[C:7]=1[Cl:15]. The yield is 0.990.